Task: Predict the reaction yield, written as a fraction of the theoretical maximum amount of product (1.0 means a 100% yield; for example, 0.34 means a 34% yield).. Dataset: Reaction yield outcomes from USPTO patents with 853,638 reactions (1) The reactants are [CH2:1]([N:3]1[CH2:9][CH2:8][CH2:7][N:6]([C:10]2[CH:20]=[CH:19][C:13]([C:14]([O:16]CC)=O)=[CH:12][CH:11]=2)[CH2:5][CH2:4]1)[CH3:2].[CH3:21][O:22][C:23]1[CH:24]=[C:25]([CH2:31][CH2:32][C:33]2[CH:34]=[C:35]([NH2:38])[NH:36][N:37]=2)[CH:26]=[C:27]([O:29][CH3:30])[CH:28]=1.C[Al](C)C.C(Cl)Cl.CCOCC. The catalyst is C1(C)C=CC=CC=1. The product is [CH3:30][O:29][C:27]1[CH:26]=[C:25]([CH2:31][CH2:32][C:33]2[CH:34]=[C:35]([NH:38][C:14](=[O:16])[C:13]3[CH:12]=[CH:11][C:10]([N:6]4[CH2:7][CH2:8][CH2:9][N:3]([CH2:1][CH3:2])[CH2:4][CH2:5]4)=[CH:20][CH:19]=3)[NH:36][N:37]=2)[CH:24]=[C:23]([O:22][CH3:21])[CH:28]=1. The yield is 0.256. (2) The reactants are Br[C:2]1[CH:3]=[C:4]([C:8]2[N:9]=[C:10]([CH:20]([CH3:22])[CH3:21])[NH:11][C:12]=2[C:13]2[CH:18]=[CH:17][CH:16]=[C:15]([CH3:19])[N:14]=2)[CH:5]=[CH:6][CH:7]=1.[CH2:23]([S:25]([C:28]1[CH:33]=[CH:32][C:31](B(O)O)=[CH:30][CH:29]=1)(=[O:27])=[O:26])[CH3:24]. No catalyst specified. The product is [CH:20]([C:10]1[NH:11][C:12]([C:13]2[CH:18]=[CH:17][CH:16]=[C:15]([CH3:19])[N:14]=2)=[C:8]([C:4]2[CH:3]=[C:2]([C:31]3[CH:30]=[CH:29][C:28]([S:25]([CH2:23][CH3:24])(=[O:27])=[O:26])=[CH:33][CH:32]=3)[CH:7]=[CH:6][CH:5]=2)[N:9]=1)([CH3:22])[CH3:21]. The yield is 0.100. (3) The reactants are Cl[C:2]1[N:7]=[C:6]([CH3:8])[N:5]=[C:4]([N:9]([CH2:19][C:20]2[CH:25]=[CH:24][C:23]([O:26][CH3:27])=[CH:22][CH:21]=2)[CH2:10][C:11]2[CH:16]=[CH:15][C:14]([O:17][CH3:18])=[CH:13][CH:12]=2)[N:3]=1.[C:28]([O:32][C:33]([N:35]1[CH2:40][CH2:39][N:38]([CH:41]([C:43]2[CH:44]=[C:45](B(O)O)[C:46]([F:49])=[N:47][CH:48]=2)[CH3:42])[CH2:37][CH2:36]1)=[O:34])([CH3:31])([CH3:30])[CH3:29].C([O-])(=O)C.[K+]. The catalyst is O1CCOCC1.ClCCl.O.[Cl-].[Na+].O. The product is [CH3:18][O:17][C:14]1[CH:15]=[CH:16][C:11]([CH2:10][N:9]([CH2:19][C:20]2[CH:25]=[CH:24][C:23]([O:26][CH3:27])=[CH:22][CH:21]=2)[C:4]2[N:5]=[C:6]([CH3:8])[N:7]=[C:2]([C:45]3[CH:44]=[C:43]([CH:41]([N:38]4[CH2:37][CH2:36][N:35]([C:33]([O:32][C:28]([CH3:29])([CH3:31])[CH3:30])=[O:34])[CH2:40][CH2:39]4)[CH3:42])[CH:48]=[N:47][C:46]=3[F:49])[N:3]=2)=[CH:12][CH:13]=1. The yield is 0.990. (4) The reactants are [C:1]([O:6][CH3:7])(=[O:5])[C:2]([CH3:4])=[CH2:3].[CH2:8](OCCCO)[C:9]1[CH:14]=[CH:13][CH:12]=[CH:11][CH:10]=1.[CH2:20](OC1C=CC(O)=CC=1)[C:21]1C=CC=CC=1. The catalyst is [O-]CCCC.[O-]CCCC.[O-]CCCC.[O-]CCCC.[Ti+4]. The product is [C:1]([O:6][CH2:7][CH2:20][CH2:21][CH2:8][C:9]1[CH:10]=[CH:11][CH:12]=[CH:13][CH:14]=1)(=[O:5])[C:2]([CH3:4])=[CH2:3]. The yield is 0.490. (5) The reactants are [C:1]([O:5][C:6](=[O:32])[C@@H:7]([NH:9][C:10]1[CH:31]=[CH:30][C:13]2[C:14]3[N:18]([CH2:19][CH2:20][O:21][C:12]=2[CH:11]=1)[CH:17]=[C:16]([C:22]1[N:23]([CH:27]([CH3:29])[CH3:28])[N:24]=[CH:25][N:26]=1)[N:15]=3)[CH3:8])([CH3:4])([CH3:3])[CH3:2].C=O.[C:35](O[BH-](OC(=O)C)OC(=O)C)(=O)C.[Na+]. The catalyst is ClCCCl. The product is [C:1]([O:5][C:6](=[O:32])[C@@H:7]([N:9]([C:10]1[CH:31]=[CH:30][C:13]2[C:14]3[N:18]([CH2:19][CH2:20][O:21][C:12]=2[CH:11]=1)[CH:17]=[C:16]([C:22]1[N:23]([CH:27]([CH3:28])[CH3:29])[N:24]=[CH:25][N:26]=1)[N:15]=3)[CH3:35])[CH3:8])([CH3:3])([CH3:2])[CH3:4]. The yield is 0.970. (6) The reactants are [Cl:1][C:2]1[CH:3]=[CH:4][C:5]([CH:24]=[O:25])=[C:6]2[C:10]=1[N:9]=[C:8]1[N:11]([C:15]3[C:20]([Cl:21])=[CH:19][C:18]([Cl:22])=[CH:17][C:16]=3[Cl:23])[CH2:12][CH2:13][CH2:14][N:7]21.[CH2:26]([Mg]Br)[CH3:27]. The catalyst is O1CCCC1.[Cl-].[NH4+]. The product is [Cl:1][C:2]1[C:10]2[N:9]=[C:8]3[N:11]([C:15]4[C:20]([Cl:21])=[CH:19][C:18]([Cl:22])=[CH:17][C:16]=4[Cl:23])[CH2:12][CH2:13][CH2:14][N:7]3[C:6]=2[C:5]([CH:24]([OH:25])[CH2:26][CH3:27])=[CH:4][CH:3]=1. The yield is 0.950. (7) The reactants are [H-].[Na+].[CH3:3][CH:4]([SH:6])[CH3:5].Cl[CH2:8][C:9]1[CH:26]=[CH:25][C:12]2[N:13]([CH2:21][CH:22]3[CH2:24][CH2:23]3)[C:14]([CH2:16][C:17]([CH3:20])([CH3:19])[CH3:18])=[N:15][C:11]=2[CH:10]=1.O. The catalyst is CN(C)C=O. The product is [CH:22]1([CH2:21][N:13]2[C:12]3[CH:25]=[CH:26][C:9]([CH2:8][S:6][CH:4]([CH3:5])[CH3:3])=[CH:10][C:11]=3[N:15]=[C:14]2[CH2:16][C:17]([CH3:20])([CH3:19])[CH3:18])[CH2:23][CH2:24]1. The yield is 0.670. (8) The reactants are [C:1](=O)([O-])[O-].[K+].[K+].[CH:7]1([O:10][C:11]2[CH:18]=[CH:17][C:16]([O:19][C:20]([F:23])([F:22])[F:21])=[CH:15][C:12]=2[CH:13]=O)[CH2:9][CH2:8]1.P(=O)(OC=[N+]=[N-])OC(=O)C. The catalyst is CO. The product is [CH:7]1([O:10][C:11]2[CH:18]=[CH:17][C:16]([O:19][C:20]([F:23])([F:22])[F:21])=[CH:15][C:12]=2[C:13]#[CH:1])[CH2:9][CH2:8]1. The yield is 0.940. (9) The reactants are CCN(C(C)C)C(C)C.OC(C(F)(F)F)=O.[O:17]=[C:18]([N:35]1[CH2:40][CH2:39][NH:38][CH2:37][CH2:36]1)[CH2:19][NH:20][C:21]([C:23]1[CH:28]=[CH:27][C:26]([C:29]2[CH:34]=[CH:33][CH:32]=[CH:31][CH:30]=2)=[CH:25][CH:24]=1)=[O:22].C1C=CC2N(O)N=NC=2C=1.CCN=C=NCCCN(C)C.Cl.[C:63](O)(=[O:70])[C:64]1[CH:69]=[CH:68][CH:67]=[CH:66][CH:65]=1. The catalyst is CN(C=O)C.O. The product is [C:63]([N:38]1[CH2:39][CH2:40][N:35]([C:18](=[O:17])[CH2:19][NH:20][C:21]([C:23]2[CH:24]=[CH:25][C:26]([C:29]3[CH:34]=[CH:33][CH:32]=[CH:31][CH:30]=3)=[CH:27][CH:28]=2)=[O:22])[CH2:36][CH2:37]1)(=[O:70])[C:64]1[CH:69]=[CH:68][CH:67]=[CH:66][CH:65]=1. The yield is 0.672.